The task is: Predict the reaction yield, written as a fraction of the theoretical maximum amount of product (1.0 means a 100% yield; for example, 0.34 means a 34% yield).. This data is from Reaction yield outcomes from USPTO patents with 853,638 reactions. (1) The catalyst is C1COCC1. The yield is 0.540. The product is [Br:2][C:3]1[CH:8]=[CH:7][C:6]([S:9]([NH2:1])(=[O:11])=[O:10])=[CH:5][C:4]=1[CH3:13]. The reactants are [NH3:1].[Br:2][C:3]1[CH:8]=[CH:7][C:6]([S:9](Cl)(=[O:11])=[O:10])=[CH:5][C:4]=1[CH3:13]. (2) The reactants are [Br:1][C:2]1[CH:7]=[CH:6][NH:5][C:4](=[O:8])[CH:3]=1.[O:9]1[CH2:13][CH2:12][C@@H:11](OS(C2C=CC(C)=CC=2)(=O)=O)[CH2:10]1.C(=O)([O-])[O-].[K+].[K+].CS(C)=O. The yield is 0.560. The product is [Br:1][C:2]1[CH:7]=[CH:6][N:5]([C@H:11]2[CH2:12][CH2:13][O:9][CH2:10]2)[C:4](=[O:8])[CH:3]=1. The catalyst is O. (3) The reactants are [Br:1][C:2]1[CH:3]=[N:4][CH:5]=[C:6]([CH:10]=1)[C:7]([OH:9])=O.[C:11]1([NH:17][C:18]2[CH:23]=[CH:22][CH:21]=[CH:20][C:19]=2[NH2:24])[CH:16]=[CH:15][CH:14]=[CH:13][CH:12]=1.C(N=C=NC(C)C)(C)C.C(N(CC)CC)C. The catalyst is C(Cl)Cl. The product is [Br:1][C:2]1[CH:3]=[N:4][CH:5]=[C:6]([CH:10]=1)[C:7]([NH:24][C:19]1[CH:20]=[CH:21][CH:22]=[CH:23][C:18]=1[NH:17][C:11]1[CH:12]=[CH:13][CH:14]=[CH:15][CH:16]=1)=[O:9]. The yield is 0.830. (4) The reactants are [H-].[Na+].[CH2:3]([O:5][C:6](=[O:25])[CH:7]=[CH:8][C@@H:9]([CH3:24])[C@H:10]([NH:16][C:17]([O:19][C:20]([CH3:23])([CH3:22])[CH3:21])=[O:18])[C:11]1[O:12][CH:13]=[CH:14][CH:15]=1)[CH3:4].[CH3:26]I.OS([O-])(=O)=O.[Na+]. The catalyst is C1COCC1.CN(C=O)C.CCOCC. The product is [CH2:3]([O:5][C:6](=[O:25])[CH:7]=[CH:8][C@@H:9]([CH3:24])[C@H:10]([N:16]([C:17]([O:19][C:20]([CH3:23])([CH3:22])[CH3:21])=[O:18])[CH3:26])[C:11]1[O:12][CH:13]=[CH:14][CH:15]=1)[CH3:4]. The yield is 0.910. (5) The reactants are [CH:1]1([NH:6][C:7]2[N:16]=[CH:15][C:14]3[CH2:13][CH2:12][C:11]4[C:17]([C:21]([O:23]CC)=[O:22])=[N:18][N:19]([CH3:20])[C:10]=4[C:9]=3[N:8]=2)[CH2:5][CH2:4][CH2:3][CH2:2]1.[OH-].[K+:27]. The catalyst is C(O)C. The product is [CH:1]1([NH:6][C:7]2[N:16]=[CH:15][C:14]3[CH2:13][CH2:12][C:11]4[C:17]([C:21]([O-:23])=[O:22])=[N:18][N:19]([CH3:20])[C:10]=4[C:9]=3[N:8]=2)[CH2:2][CH2:3][CH2:4][CH2:5]1.[K+:27]. The yield is 0.820. (6) The reactants are [C:1]([O:5][C:6](=[O:24])[NH:7][CH2:8][C:9]#[C:10][C:11]1[CH:16]=[CH:15][C:14]([Cl:17])=[CH:13][C:12]=1[C:18](=[O:23])N(OC)C)([CH3:4])([CH3:3])[CH3:2].Br[C:26]1[C:31]([F:32])=[CH:30][CH:29]=[CH:28][N:27]=1. No catalyst specified. The product is [Cl:17][C:14]1[CH:15]=[CH:16][C:11]([C:10]#[C:9][CH2:8][NH:7][C:6](=[O:24])[O:5][C:1]([CH3:2])([CH3:3])[CH3:4])=[C:12]([C:18](=[O:23])[C:26]2[C:31]([F:32])=[CH:30][CH:29]=[CH:28][N:27]=2)[CH:13]=1. The yield is 0.450.